From a dataset of Forward reaction prediction with 1.9M reactions from USPTO patents (1976-2016). Predict the product of the given reaction. (1) Given the reactants Cl[C:2]1[C:11]2[C:6](=[CH:7][C:8]([S:12]([N:15]([CH2:21][C:22]3[CH:27]=[CH:26][C:25]([O:28][CH3:29])=[CH:24][CH:23]=3)[C:16]3[S:17][CH:18]=[CH:19][N:20]=3)(=[O:14])=[O:13])=[CH:9][CH:10]=2)[CH:5]=[CH:4][N:3]=1.CC1(C)C(C)(C)OB([C:38]2[CH:43]=[CH:42][CH:41]=[CH:40][C:39]=2[OH:44])O1.C(=O)([O-])[O-].[K+].[K+].O1CCOCC1, predict the reaction product. The product is: [OH:44][C:39]1[CH:40]=[CH:41][CH:42]=[CH:43][C:38]=1[C:2]1[C:11]2[C:6](=[CH:7][C:8]([S:12]([N:15]([CH2:21][C:22]3[CH:27]=[CH:26][C:25]([O:28][CH3:29])=[CH:24][CH:23]=3)[C:16]3[S:17][CH:18]=[CH:19][N:20]=3)(=[O:14])=[O:13])=[CH:9][CH:10]=2)[CH:5]=[CH:4][N:3]=1. (2) Given the reactants [O:1]1CCO[CH:2]1[CH2:6][N:7]1[C:12]2=[N:13][C:14]([O:17][CH3:18])=[CH:15][N:16]=[C:11]2[CH:10]=[CH:9][C:8]1=[O:19].FC(F)(F)C(O)=O.C(=O)([O-])O.[Na+], predict the reaction product. The product is: [CH3:18][O:17][C:14]1[N:13]=[C:12]2[N:7]([CH2:6][CH:2]=[O:1])[C:8](=[O:19])[CH:9]=[CH:10][C:11]2=[N:16][CH:15]=1.